From a dataset of Ames mutagenicity test results for genotoxicity prediction. Regression/Classification. Given a drug SMILES string, predict its toxicity properties. Task type varies by dataset: regression for continuous values (e.g., LD50, hERG inhibition percentage) or binary classification for toxic/non-toxic outcomes (e.g., AMES mutagenicity, cardiotoxicity, hepatotoxicity). Dataset: ames. The compound is CCOP(=S)(OCC)SCSP(=S)(OCC)OCC. The result is 0 (non-mutagenic).